From a dataset of Forward reaction prediction with 1.9M reactions from USPTO patents (1976-2016). Predict the product of the given reaction. Given the reactants [C:1]([C:5]1[N:10]=[C:9]2[NH:11][N:12]=[CH:13][C:8]2=[C:7]([N:14]2[CH2:18][CH2:17][C@H:16]([O:19][Si](C(C)(C)C)(C)C)[CH2:15]2)[N:6]=1)([CH3:4])([CH3:3])[CH3:2].Cl[CH2:28][C:29]1[CH:34]=[CH:33][CH:32]=[CH:31][C:30]=1[S:35]([CH3:38])(=[O:37])=[O:36], predict the reaction product. The product is: [C:1]([C:5]1[N:10]=[C:9]2[N:11]([CH2:28][C:29]3[CH:34]=[CH:33][CH:32]=[CH:31][C:30]=3[S:35]([CH3:38])(=[O:37])=[O:36])[N:12]=[CH:13][C:8]2=[C:7]([N:14]2[CH2:18][CH2:17][C@H:16]([OH:19])[CH2:15]2)[N:6]=1)([CH3:4])([CH3:3])[CH3:2].